From a dataset of Reaction yield outcomes from USPTO patents with 853,638 reactions. Predict the reaction yield, written as a fraction of the theoretical maximum amount of product (1.0 means a 100% yield; for example, 0.34 means a 34% yield). The reactants are [OH:1][C@@H:2]1[C@:10]2([CH3:11])[C@H:5]([CH2:6][C@@H:7]([C:35]3[CH:40]=[CH:39][C:38]([O:41][CH:42]4[CH2:47][CH2:46][CH2:45][CH2:44][O:43]4)=[CH:37][CH:36]=3)[C@@H:8]([C:12]3[CH:17]=[CH:16][C:15]([O:18][CH2:19][CH2:20][CH2:21][CH2:22][CH2:23][S:24][CH2:25][CH2:26][CH2:27][C:28]([F:34])([F:33])[C:29]([F:32])([F:31])[F:30])=[CH:14][CH:13]=3)[CH2:9]2)[CH2:4][CH2:3]1.[C:48](OC(=O)C)(=[O:50])[CH3:49].C(=O)(O)[O-].[Na+]. The catalyst is N1C=CC=CC=1.CN(C)C1C=CN=CC=1. The product is [C:48]([O:1][C@@H:2]1[C@:10]2([CH3:11])[C@H:5]([CH2:6][C@@H:7]([C:35]3[CH:36]=[CH:37][C:38]([O:41][CH:42]4[CH2:47][CH2:46][CH2:45][CH2:44][O:43]4)=[CH:39][CH:40]=3)[C@@H:8]([C:12]3[CH:17]=[CH:16][C:15]([O:18][CH2:19][CH2:20][CH2:21][CH2:22][CH2:23][S:24][CH2:25][CH2:26][CH2:27][C:28]([F:33])([F:34])[C:29]([F:30])([F:31])[F:32])=[CH:14][CH:13]=3)[CH2:9]2)[CH2:4][CH2:3]1)(=[O:50])[CH3:49]. The yield is 0.860.